From a dataset of Catalyst prediction with 721,799 reactions and 888 catalyst types from USPTO. Predict which catalyst facilitates the given reaction. Reactant: [CH2:1]([NH:8][CH2:9][CH2:10][OH:11])[C:2]1[CH:7]=[CH:6][CH:5]=[CH:4][CH:3]=1.ClC[C@H]1[CH2:16][O:15]1.Cl.O.[CH3:19][CH:20](O)C. Product: [CH2:1]([N:8]1[CH2:20][CH2:19][O:11][C@H:10]([CH2:16][OH:15])[CH2:9]1)[C:2]1[CH:7]=[CH:6][CH:5]=[CH:4][CH:3]=1. The catalyst class is: 6.